This data is from NCI-60 drug combinations with 297,098 pairs across 59 cell lines. The task is: Regression. Given two drug SMILES strings and cell line genomic features, predict the synergy score measuring deviation from expected non-interaction effect. Drug 1: C1CC(C1)(C(=O)O)C(=O)O.[NH2-].[NH2-].[Pt+2]. Drug 2: CCCCCOC(=O)NC1=NC(=O)N(C=C1F)C2C(C(C(O2)C)O)O. Cell line: SF-268. Synergy scores: CSS=6.01, Synergy_ZIP=-0.514, Synergy_Bliss=-0.845, Synergy_Loewe=-2.84, Synergy_HSA=-2.91.